Task: Predict the reaction yield, written as a fraction of the theoretical maximum amount of product (1.0 means a 100% yield; for example, 0.34 means a 34% yield).. Dataset: Reaction yield outcomes from USPTO patents with 853,638 reactions The reactants are [CH2:1]([O:8][C:9]1[CH:18]=[CH:17][C:16]2[C:11](=[CH:12][CH:13]=[C:14]([O:19][CH3:20])[CH:15]=2)[C:10]=1Br)[C:2]1[CH:7]=[CH:6][CH:5]=[CH:4][CH:3]=1.[N:22]1([CH2:28][CH2:29][O:30][C:31]2[CH:36]=[CH:35][C:34]([OH:37])=[CH:33][CH:32]=2)[CH2:27][CH2:26][CH2:25][CH2:24][CH2:23]1.C(=O)([O-])[O-].[Cs+].[Cs+].C(OCC)(=O)C. The catalyst is C1(C)C=CC=CC=1. The product is [CH2:1]([O:8][C:9]1[CH:18]=[CH:17][C:16]2[C:11](=[CH:12][CH:13]=[C:14]([O:19][CH3:20])[CH:15]=2)[C:10]=1[O:37][C:34]1[CH:33]=[CH:32][C:31]([O:30][CH2:29][CH2:28][N:22]2[CH2:27][CH2:26][CH2:25][CH2:24][CH2:23]2)=[CH:36][CH:35]=1)[C:2]1[CH:7]=[CH:6][CH:5]=[CH:4][CH:3]=1. The yield is 0.300.